This data is from Forward reaction prediction with 1.9M reactions from USPTO patents (1976-2016). The task is: Predict the product of the given reaction. (1) Given the reactants [N+:1]([C:4]1[CH:5]=[CH:6][C:7]2[CH2:12][O:11][C:10](=[O:13])[NH:9][C:8]=2[CH:14]=1)([O-])=O.OCC1C=CC([N+]([O-])=O)=CC=1NC(=O)OC.C1CCN2C(=NCCC2)CC1, predict the reaction product. The product is: [NH2:1][C:4]1[CH:5]=[CH:6][C:7]2[CH2:12][O:11][C:10](=[O:13])[NH:9][C:8]=2[CH:14]=1. (2) The product is: [NH2:29][C:26]1[N:27]=[CH:28][C:23]([C:2]2[N:3]=[CH:4][C:5]3[N:10]=[C:9]([NH:11][C:12](=[O:14])[CH3:13])[S:8][C:6]=3[N:7]=2)=[CH:24][CH:25]=1. Given the reactants Cl[C:2]1[N:3]=[CH:4][C:5]2[N:10]=[C:9]([NH:11][C:12](=[O:14])[CH3:13])[S:8][C:6]=2[N:7]=1.CC1(C)C(C)(C)OB([C:23]2[CH:24]=[CH:25][C:26]([NH2:29])=[N:27][CH:28]=2)O1.C([O-])([O-])=O.[Cs+].[Cs+].C(OCC)(=O)C, predict the reaction product. (3) Given the reactants [Cl:1][C:2]1[CH:3]=[C:4]([CH:8]=[CH:9][C:10]=1[C:11](=[O:26])[NH:12][C:13]1[CH:18]=[CH:17][C:16]([Cl:19])=[C:15]([C:20]2[CH:25]=[CH:24][CH:23]=[CH:22][N:21]=2)[CH:14]=1)[C:5]([OH:7])=O.[S:27]1[CH2:31][CH2:30][N:29]=[CH:28]1, predict the reaction product. The product is: [Cl:1][C:2]1[CH:3]=[C:4]([C:5]([N:29]2[CH2:30][CH2:31][S:27][CH2:28]2)=[O:7])[CH:8]=[CH:9][C:10]=1[C:11]([NH:12][C:13]1[CH:18]=[CH:17][C:16]([Cl:19])=[C:15]([C:20]2[CH:25]=[CH:24][CH:23]=[CH:22][N:21]=2)[CH:14]=1)=[O:26]. (4) Given the reactants [NH2:1][C@@H:2]1[CH2:6][CH2:5][C@H:4]([C:7]2[CH:15]=[CH:14][C:13]([C:16]([NH2:18])=[O:17])=[C:12]3[C:8]=2[CH:9]=[CH:10][NH:11]3)[CH2:3]1.CCN(C(C)C)C(C)C.[C:28](Cl)(=[O:31])[CH:29]=[CH2:30], predict the reaction product. The product is: [C:28]([NH:1][C@@H:2]1[CH2:6][CH2:5][C@H:4]([C:7]2[CH:15]=[CH:14][C:13]([C:16]([NH2:18])=[O:17])=[C:12]3[C:8]=2[CH:9]=[CH:10][NH:11]3)[CH2:3]1)(=[O:31])[CH:29]=[CH2:30]. (5) The product is: [N:14]1([C:12]([C:5]2[C:6]([C:8]([F:11])([F:10])[F:9])=[N:7][C:2]([N:20]3[C:29]4[C:24](=[CH:25][C:26]([C:30]([O:32][CH3:33])=[O:31])=[CH:27][CH:28]=4)[CH2:23][CH2:22][CH2:21]3)=[N:3][CH:4]=2)=[O:13])[CH2:19][CH2:18][O:17][CH2:16][CH2:15]1. Given the reactants Cl[C:2]1[N:7]=[C:6]([C:8]([F:11])([F:10])[F:9])[C:5]([C:12]([N:14]2[CH2:19][CH2:18][O:17][CH2:16][CH2:15]2)=[O:13])=[CH:4][N:3]=1.[NH:20]1[C:29]2[C:24](=[CH:25][C:26]([C:30]([O:32][CH3:33])=[O:31])=[CH:27][CH:28]=2)[CH2:23][CH2:22][CH2:21]1.C1C=CC(P(C2C=CC3C(=CC=CC=3)C=2C2C3C(=CC=CC=3)C=CC=2P(C2C=CC=CC=2)C2C=CC=CC=2)C2C=CC=CC=2)=CC=1.C(=O)([O-])[O-].[Cs+].[Cs+], predict the reaction product.